From a dataset of hERG Central: cardiac toxicity at 1µM, 10µM, and general inhibition. Predict hERG channel inhibition at various concentrations. (1) The drug is CCCC[C@@H](CNC)NC[C@H](Cc1ccc(O)cc1)NCCc1ccc(OCC)cc1. Results: hERG_inhib (hERG inhibition (general)): blocker. (2) The compound is CCOc1ccc(C(=O)Nc2ccccc2N2CCN(C(=O)c3ccccc3)CC2)cc1[N+](=O)[O-]. Results: hERG_inhib (hERG inhibition (general)): blocker. (3) The molecule is Cc1c(C(=O)NCCCN2CCOCC2)sc2nc(-c3ccc(F)cc3)cn12. Results: hERG_inhib (hERG inhibition (general)): blocker. (4) The compound is COc1ccc(/C=N/NC(=O)c2cccnc2)cc1CN1CCN(c2ccc(F)cc2)CC1. Results: hERG_inhib (hERG inhibition (general)): blocker. (5) The molecule is Cc1ccc(NC(=O)NCCN2CCCCC2)cc1Cl. Results: hERG_inhib (hERG inhibition (general)): blocker.